This data is from Reaction yield outcomes from USPTO patents with 853,638 reactions. The task is: Predict the reaction yield, written as a fraction of the theoretical maximum amount of product (1.0 means a 100% yield; for example, 0.34 means a 34% yield). The catalyst is C1COCC1. The reactants are [H-].[Na+].[CH2:3](Cl)[C:4]1[CH:9]=[CH:8][CH:7]=[CH:6][CH:5]=1.[NH4+].[Cl-].[CH3:13][C:14]1[CH:15]=[CH:16][C:17](S(O)(=O)=O)=[CH:18][CH:19]=1.[OH2:24].[CH3:25]O.[CH2:27]1[CH2:31][O:30][CH2:29][CH2:28]1. The product is [CH2:3]([O:30][C@@H:31]([CH2:27][CH2:28][CH2:29][CH2:19][CH2:18][CH2:17][CH2:16][CH2:15][CH2:14][CH3:13])[CH2:25][OH:24])[C:4]1[CH:9]=[CH:8][CH:7]=[CH:6][CH:5]=1. The yield is 0.660.